This data is from Reaction yield outcomes from USPTO patents with 853,638 reactions. The task is: Predict the reaction yield, written as a fraction of the theoretical maximum amount of product (1.0 means a 100% yield; for example, 0.34 means a 34% yield). The reactants are [C:1]([C:7]([O:9][CH3:10])=[O:8])#[C:2][C:3]([O:5][CH3:6])=[O:4].[Si]([CH:15]=[N+:16]=[N-:17])(C)(C)C.Cl. The catalyst is C1COCC1. The product is [NH:16]1[CH:15]=[C:2]([C:3]([O:5][CH3:6])=[O:4])[C:1]([C:7]([O:9][CH3:10])=[O:8])=[N:17]1. The yield is 0.990.